This data is from Reaction yield outcomes from USPTO patents with 853,638 reactions. The task is: Predict the reaction yield, written as a fraction of the theoretical maximum amount of product (1.0 means a 100% yield; for example, 0.34 means a 34% yield). (1) The reactants are F[P-](F)(F)(F)(F)F.N1(O[P+](N(C)C)(N(C)C)N(C)C)C2C=CC=CC=2N=N1.[N:28]1[CH:33]=[CH:32][CH:31]=[CH:30][C:29]=1[C:34]1[CH:39]=[C:38]([C:40]([F:43])([F:42])[F:41])[N:37]2[N:44]=[C:45]([C:47]([OH:49])=O)[CH:46]=[C:36]2[N:35]=1.[CH2:50]([NH2:57])[C:51]1[CH:56]=[CH:55][CH:54]=[CH:53][CH:52]=1.C(N(CC)CC)C. The catalyst is O1CCCC1.C(OCC)C. The product is [CH2:50]([NH:57][C:47]([C:45]1[CH:46]=[C:36]2[N:35]=[C:34]([C:29]3[CH:30]=[CH:31][CH:32]=[CH:33][N:28]=3)[CH:39]=[C:38]([C:40]([F:41])([F:43])[F:42])[N:37]2[N:44]=1)=[O:49])[C:51]1[CH:56]=[CH:55][CH:54]=[CH:53][CH:52]=1. The yield is 0.860. (2) The reactants are [F:1][C:2]1[CH:3]=[C:4]([CH:28]=[CH:29][CH:30]=1)[O:5][C:6]1[CH:11]=[CH:10][C:9]([C:12]2[C:20]3[C:15](=[N:16][CH:17]=[N:18][C:19]=3[NH2:21])[N:14]([C@@H:22]3[CH2:27][CH2:26][CH2:25][NH:24][CH2:23]3)[N:13]=2)=[CH:8][CH:7]=1.[C:31]([CH2:33][C:34](O)=[O:35])#[N:32].N1(C(N2C=CN=C2)=O)C=CN=C1. The catalyst is ClCCl. The product is [NH2:21][C:19]1[N:18]=[CH:17][N:16]=[C:15]2[N:14]([C@@H:22]3[CH2:27][CH2:26][CH2:25][N:24]([C:34](=[O:35])[CH2:33][C:31]#[N:32])[CH2:23]3)[N:13]=[C:12]([C:9]3[CH:10]=[CH:11][C:6]([O:5][C:4]4[CH:28]=[CH:29][CH:30]=[C:2]([F:1])[CH:3]=4)=[CH:7][CH:8]=3)[C:20]=12. The yield is 0.570. (3) The reactants are Cl.[Cl:2][C:3]1[CH:8]=[CH:7][N:6]=[C:5]([C:9]([O:11]C)=O)[CH:4]=1.[NH2:13][CH2:14][CH2:15][N:16]1[CH2:21][CH2:20][O:19][CH2:18][CH2:17]1.O. The catalyst is C1COCC1. The product is [Cl:2][C:3]1[CH:8]=[CH:7][N:6]=[C:5]([C:9](=[O:11])[NH:13][CH2:14][CH2:15][N:16]2[CH2:21][CH2:20][O:19][CH2:18][CH2:17]2)[CH:4]=1. The yield is 0.950. (4) The reactants are [CH3:1][C:2]1[CH:11]=[CH:10][C:9]2[C:4](=[CH:5][CH:6]=[CH:7][C:8]=2[N:12]2[CH2:17][CH2:16][N:15]([CH2:18][C:19]([C:21]3[CH:22]=[CH:23][C:24]4[O:29][CH2:28][C:27](=[O:30])[NH:26][C:25]=4[CH:31]=3)=O)[CH2:14][CH2:13]2)[N:3]=1.C([O-])(=O)C.[NH4+].C([BH3-])#[N:38].[Na+]. The product is [NH2:38][CH:19]([C:21]1[CH:22]=[CH:23][C:24]2[O:29][CH2:28][C:27](=[O:30])[NH:26][C:25]=2[CH:31]=1)[CH2:18][N:15]1[CH2:14][CH2:13][N:12]([C:8]2[CH:7]=[CH:6][CH:5]=[C:4]3[C:9]=2[CH:10]=[CH:11][C:2]([CH3:1])=[N:3]3)[CH2:17][CH2:16]1. The yield is 0.530. The catalyst is CO. (5) The reactants are [F:1][C:2]1[CH:7]=[CH:6][CH:5]=[CH:4][C:3]=1[N:8]1[C:13]2[CH:14]=[CH:15][CH:16]=[CH:17][C:12]=2[CH2:11][NH:10][S:9]1(=[O:19])=[O:18].C(=O)([O-])[O-].[K+].[K+].Br[CH2:27][CH2:28][C@@H:29]1[O:31][CH2:30]1. The catalyst is CC(C)=O.C(OCC)C. The product is [F:1][C:2]1[CH:7]=[CH:6][CH:5]=[CH:4][C:3]=1[N:8]1[C:13]2[CH:14]=[CH:15][CH:16]=[CH:17][C:12]=2[CH2:11][N:10]([CH2:27][CH2:28][C@H:29]2[CH2:30][O:31]2)[S:9]1(=[O:19])=[O:18]. The yield is 0.860. (6) The reactants are [CH3:1][O:2][C:3]1[C:12]([NH:13][C:14](=[O:18])OCC)=[N:11][C:10]2[C:5](=[CH:6][CH:7]=[C:8]([O:19][CH3:20])[CH:9]=2)[N:4]=1.[C:21]1([N:27]2[CH2:32][CH2:31][NH:30][CH2:29][CH2:28]2)[CH:26]=[CH:25][CH:24]=[CH:23][CH:22]=1.C1CCN2C(=NCCC2)CC1. The catalyst is O1CCCC1. The product is [CH3:1][O:2][C:3]1[C:12]([NH:13][C:14]([N:30]2[CH2:31][CH2:32][N:27]([C:21]3[CH:26]=[CH:25][CH:24]=[CH:23][CH:22]=3)[CH2:28][CH2:29]2)=[O:18])=[N:11][C:10]2[C:5](=[CH:6][CH:7]=[C:8]([O:19][CH3:20])[CH:9]=2)[N:4]=1. The yield is 0.920. (7) The reactants are [Cl:1][C:2]1[CH:7]=[CH:6][CH:5]=[CH:4][C:3]=1[N:8]1[C:12]([S:13]([C:16]2[CH:21]=[CH:20][CH:19]=[CH:18][N:17]=2)(=[O:15])=[O:14])=[CH:11][C:10]([CH2:22][N:23](C)[C:24](=O)OC(C)(C)C)=[N:9]1.C(OCC)(=O)C.Cl. The catalyst is C(O)C. The product is [ClH:1].[Cl:1][C:2]1[CH:7]=[CH:6][CH:5]=[CH:4][C:3]=1[N:8]1[C:12]([S:13]([C:16]2[CH:21]=[CH:20][CH:19]=[CH:18][N:17]=2)(=[O:14])=[O:15])=[CH:11][C:10]([CH2:22][NH:23][CH3:24])=[N:9]1. The yield is 0.430. (8) The reactants are [NH2:1][C:2]1[CH:7]=[CH:6][N:5]=[CH:4][CH:3]=1.C(N(CC)CC)C.[C:15](O[C:15]([O:17][C:18]([CH3:21])([CH3:20])[CH3:19])=[O:16])([O:17][C:18]([CH3:21])([CH3:20])[CH3:19])=[O:16]. The catalyst is CN(C=O)C. The product is [C:15]([NH:1][C:2]1[CH:7]=[CH:6][N:5]=[CH:4][CH:3]=1)([O:17][C:18]([CH3:21])([CH3:20])[CH3:19])=[O:16]. The yield is 0.310. (9) The reactants are [F:1][C:2]1([F:16])[C:7](=O)[CH2:6][CH2:5][N:4]([C:9]([O:11][C:12]([CH3:15])([CH3:14])[CH3:13])=[O:10])[CH2:3]1.[CH2:17]([NH2:24])[C:18]1[CH:23]=[CH:22][CH:21]=[CH:20][CH:19]=1.[BH-](OC(C)=O)(OC(C)=O)OC(C)=O.[Na+]. The catalyst is C(Cl)Cl. The product is [CH2:17]([NH:24][CH:7]1[CH2:6][CH2:5][N:4]([C:9]([O:11][C:12]([CH3:15])([CH3:14])[CH3:13])=[O:10])[CH2:3][C:2]1([F:16])[F:1])[C:18]1[CH:23]=[CH:22][CH:21]=[CH:20][CH:19]=1. The yield is 0.410.